From a dataset of Forward reaction prediction with 1.9M reactions from USPTO patents (1976-2016). Predict the product of the given reaction. Given the reactants [C:1]([Si:5]([O:8][CH2:9][CH2:10][CH2:11][CH2:12][CH2:13][CH2:14]Cl)([CH3:7])[CH3:6])([CH3:4])([CH3:3])[CH3:2].BrCCBr.[CH3:20][Si:21]([CH3:31])([CH3:30])[C:22]#[C:23][CH2:24][CH2:25][CH2:26][CH2:27][CH:28]=[O:29].C(O)CCCCC#C.C[Si](C)(C)C#CCCCCCO, predict the reaction product. The product is: [Si:5]([O:8][CH2:9][CH2:10][CH2:11][CH2:12][CH2:13][CH2:14][CH:28]([OH:29])[CH2:27][CH2:26][CH2:25][CH2:24][C:23]#[C:22][Si:21]([CH3:31])([CH3:30])[CH3:20])([C:1]([CH3:4])([CH3:3])[CH3:2])([CH3:7])[CH3:6].